This data is from Forward reaction prediction with 1.9M reactions from USPTO patents (1976-2016). The task is: Predict the product of the given reaction. (1) Given the reactants FC(F)(F)C(O)=O.[CH3:8][O:9][C:10](=[O:27])[C@@H:11]([NH:21][C:22](=[O:26])[C@@H:23]([NH2:25])[CH3:24])[CH2:12][C:13]1[CH:18]=[CH:17][C:16]([O:19][CH3:20])=[CH:15][CH:14]=1.C(N(CC)C(C)C)(C)C.[N:37]1[C:38]([C:46](O)=[O:47])=[CH:39][N:40]2[CH:45]=[CH:44][CH:43]=[CH:42][C:41]=12.CN(C(ON1N=NC2C=CC=NC1=2)=[N+](C)C)C.F[P-](F)(F)(F)(F)F, predict the reaction product. The product is: [CH3:8][O:9][C:10](=[O:27])[C@@H:11]([NH:21][C:22](=[O:26])[C@@H:23]([NH:25][C:46]([C:38]1[N:37]=[C:41]2[CH:42]=[CH:43][CH:44]=[CH:45][N:40]2[CH:39]=1)=[O:47])[CH3:24])[CH2:12][C:13]1[CH:14]=[CH:15][C:16]([O:19][CH3:20])=[CH:17][CH:18]=1. (2) The product is: [N:1]1[CH:6]=[CH:5][C:4]([N:7]2[CH2:8][CH2:9][N:10]([C:27]([O:26][CH2:25][C@@H:24]([CH3:37])[C@H:23]([S:20]([C:17]3[CH:16]=[CH:15][C:14]([Cl:13])=[CH:19][CH:18]=3)(=[O:22])=[O:21])[C:38]3[CH:43]=[C:42]([F:44])[CH:41]=[CH:40][C:39]=3[F:45])=[O:28])[CH2:11][CH2:12]2)=[CH:3][CH:2]=1. Given the reactants [N:1]1[CH:6]=[CH:5][C:4]([N:7]2[CH2:12][CH2:11][NH:10][CH2:9][CH2:8]2)=[CH:3][CH:2]=1.[Cl:13][C:14]1[CH:19]=[CH:18][C:17]([S:20]([C@H:23]([C:38]2[CH:43]=[C:42]([F:44])[CH:41]=[CH:40][C:39]=2[F:45])[C@H:24]([CH3:37])[CH2:25][O:26][C:27](ON2C(=O)CCC2=O)=[O:28])(=[O:22])=[O:21])=[CH:16][CH:15]=1.C(N(C(C)C)CC)(C)C, predict the reaction product. (3) Given the reactants Cl[C:2]1[C:7]2[N:8]=[C:9]([C:13]3[C:14]([NH2:18])=[N:15][O:16][N:17]=3)[N:10]([CH2:11][CH3:12])[C:6]=2[CH:5]=[C:4]([O:19][CH2:20][C:21]2[CH:26]=[CH:25][CH:24]=[CH:23][CH:22]=2)[N:3]=1.[CH3:27][C:28]([OH:32])([C:30]#[CH:31])[CH3:29], predict the reaction product. The product is: [NH2:18][C:14]1[C:13]([C:9]2[N:10]([CH2:11][CH3:12])[C:6]3[CH:5]=[C:4]([O:19][CH2:20][C:21]4[CH:26]=[CH:25][CH:24]=[CH:23][CH:22]=4)[N:3]=[C:2]([C:31]#[C:30][C:28]([CH3:29])([OH:32])[CH3:27])[C:7]=3[N:8]=2)=[N:17][O:16][N:15]=1. (4) The product is: [Cl:1][C:2]1[CH:3]=[C:4]([N:10]2[C@@H:18]([C:19]3[O:20][C:21]([CH3:24])=[CH:22][CH:23]=3)[C@@H:17]3[C:12]([C:13]4[CH:28]=[CH:27][C:26]([C:29]([NH:39][CH2:38][CH2:37][S:34]([CH3:33])(=[O:36])=[O:35])=[O:31])=[CH:25][C:14]=4[CH2:15][CH2:16]3)=[N:11]2)[CH:5]=[CH:6][C:7]=1[C:8]#[N:9]. Given the reactants [Cl:1][C:2]1[CH:3]=[C:4]([N:10]2[C@@H:18]([C:19]3[O:20][C:21]([CH3:24])=[CH:22][CH:23]=3)[C@@H:17]3[C:12]([C:13]4[CH:28]=[CH:27][C:26]([C:29]([OH:31])=O)=[CH:25][C:14]=4[CH2:15][CH2:16]3)=[N:11]2)[CH:5]=[CH:6][C:7]=1[C:8]#[N:9].Cl.[CH3:33][S:34]([CH2:37][CH2:38][NH2:39])(=[O:36])=[O:35], predict the reaction product. (5) Given the reactants [F:1][C:2]1[CH:19]=[CH:18][CH:17]=[CH:16][C:3]=1[CH2:4][N:5]1[C:9]([OH:10])=[CH:8][C:7]([C:11]([O:13][CH2:14][CH3:15])=[O:12])=[N:6]1.IC.[C:22](=O)([O-])[O-].[K+].[K+], predict the reaction product. The product is: [F:1][C:2]1[CH:19]=[CH:18][CH:17]=[CH:16][C:3]=1[CH2:4][N:5]1[C:9]([O:10][CH3:22])=[CH:8][C:7]([C:11]([O:13][CH2:14][CH3:15])=[O:12])=[N:6]1. (6) Given the reactants F[C:2]1[CH:7]=[C:6]([C:8]2[N:9]([CH3:22])[C:10]([S:20][CH3:21])=[N:11][C:12]=2[C:13]2[CH:18]=[CH:17][C:16]([F:19])=[CH:15][CH:14]=2)[CH:5]=[CH:4][N:3]=1.[NH2:23][CH:24]1[CH2:29][CH2:28][CH2:27][CH2:26][CH:25]1[OH:30], predict the reaction product. The product is: [F:19][C:16]1[CH:17]=[CH:18][C:13]([C:12]2[N:11]=[C:10]([S:20][CH3:21])[N:9]([CH3:22])[C:8]=2[C:6]2[CH:5]=[CH:4][N:3]=[C:2]([NH:23][CH:24]3[CH2:29][CH2:28][CH2:27][CH2:26][CH:25]3[OH:30])[CH:7]=2)=[CH:14][CH:15]=1.